This data is from Reaction yield outcomes from USPTO patents with 853,638 reactions. The task is: Predict the reaction yield, written as a fraction of the theoretical maximum amount of product (1.0 means a 100% yield; for example, 0.34 means a 34% yield). The reactants are [F:1][C:2]1[CH:7]=[CH:6][C:5]([CH2:8][CH2:9][CH2:10][CH2:11][C:12]2[S:13][C:14]3[N:15]=[C:16]([NH2:27])[N:17]=[C:18]([N:21]4[CH2:26][CH2:25][NH:24][CH2:23][CH2:22]4)[C:19]=3[N:20]=2)=[CH:4][CH:3]=1.[CH3:28][O:29][C:30]1[CH:40]=[CH:39][C:33]([O:34][CH2:35][C:36](O)=[O:37])=[CH:32][CH:31]=1. No catalyst specified. The product is [NH2:27][C:16]1[N:17]=[C:18]([N:21]2[CH2:22][CH2:23][N:24]([C:36](=[O:37])[CH2:35][O:34][C:33]3[CH:39]=[CH:40][C:30]([O:29][CH3:28])=[CH:31][CH:32]=3)[CH2:25][CH2:26]2)[C:19]2[N:20]=[C:12]([CH2:11][CH2:10][CH2:9][CH2:8][C:5]3[CH:6]=[CH:7][C:2]([F:1])=[CH:3][CH:4]=3)[S:13][C:14]=2[N:15]=1. The yield is 0.350.